Dataset: Catalyst prediction with 721,799 reactions and 888 catalyst types from USPTO. Task: Predict which catalyst facilitates the given reaction. (1) Reactant: F[C:2]1[CH:3]=[C:4]2[C:9](=[CH:10][CH:11]=1)[C:8](=[O:12])[NH:7][CH:6]=[CH:5]2.[NH2:13][NH2:14]. Product: [NH:13]([C:2]1[CH:3]=[C:4]2[C:9](=[CH:10][CH:11]=1)[C:8](=[O:12])[NH:7][CH:6]=[CH:5]2)[NH2:14]. The catalyst class is: 12. (2) Reactant: [I:1][C:2]1[CH:3]=[N:4][N:5]([CH2:7][CH:8]([CH2:12][C:13]([OH:15])=O)[C:9](O)=[O:10])[CH:6]=1.[NH2:16]C(N)=O. Product: [I:1][C:2]1[CH:3]=[N:4][N:5]([CH2:7][CH:8]2[CH2:12][C:13](=[O:15])[NH:16][C:9]2=[O:10])[CH:6]=1. The catalyst class is: 6. (3) Reactant: Cl[CH2:2][CH2:3][C:4]([OH:6])=[O:5].[OH:7][C:8]1[CH:9]=[C:10]([C:14]([F:17])([F:16])[F:15])[CH:11]=[CH:12][CH:13]=1. Product: [F:15][C:14]([F:16])([F:17])[C:10]1[CH:9]=[C:8]([CH:13]=[CH:12][CH:11]=1)[O:7][CH2:2][CH2:3][C:4]([OH:6])=[O:5]. The catalyst class is: 74. (4) Reactant: [CH:1]1([CH2:4][NH:5][CH2:6][CH2:7][CH3:8])[CH2:3][CH2:2]1.C[Al](C)C.C([O:15][C:16]([C:18]1[N:22]2[CH:23]=[C:24](Cl)[N:25]([C:26]3[C:31]([CH3:32])=[CH:30][C:29]([CH3:33])=[CH:28][C:27]=3[CH3:34])[C:21]2=[N:20][C:19]=1[CH3:36])=O)C.[C@H](O)(C([O-])=O)[C@@H](O)C([O-])=[O:40].[Na+].[K+]. Product: [CH:1]1([CH2:4][N:5]([CH2:6][CH2:7][CH3:8])[C:16]([C:18]2[N:22]3[CH2:23][C:24](=[O:40])[N:25]([C:26]4[C:27]([CH3:34])=[CH:28][C:29]([CH3:33])=[CH:30][C:31]=4[CH3:32])[C:21]3=[N:20][C:19]=2[CH3:36])=[O:15])[CH2:3][CH2:2]1. The catalyst class is: 11. (5) Product: [Br:1][C:2]1[CH:3]=[C:4]2[N:10]=[C:9]([CH2:11][NH:14][C:25](=[O:27])[O:24][C:21]([CH3:23])([CH3:22])[CH3:20])[S:8][C:5]2=[N:6][CH:7]=1. The catalyst class is: 7. Reactant: [Br:1][C:2]1[CH:3]=[C:4]2[N:10]=[C:9]([CH2:11]Br)[S:8][C:5]2=[N:6][CH:7]=1.[OH-].[NH4+:14].C([O-])(O)=O.[Na+].[CH3:20][C:21]([O:24][C:25]([O:27]C(OC(C)(C)C)=O)=O)([CH3:23])[CH3:22]. (6) Reactant: Cl.Cl.[NH2:3][NH2:4].[Cl:5][C:6]1[CH:7]=[C:8]([C:12](=O)/[CH:13]=[C:14](\O)/[CH:15]=[CH:16]/[C:17]2[CH:22]=[CH:21][C:20]([OH:23])=[CH:19][CH:18]=2)[CH:9]=[CH:10][CH:11]=1.C(O)(=O)C. Product: [Cl:5][C:6]1[CH:7]=[C:8]([C:12]2[CH:13]=[C:14](/[CH:15]=[CH:16]/[C:17]3[CH:22]=[CH:21][C:20]([OH:23])=[CH:19][CH:18]=3)[NH:4][N:3]=2)[CH:9]=[CH:10][CH:11]=1. The catalyst class is: 8. (7) Reactant: [Cl:1][C:2]1[CH:7]=[CH:6][C:5](/[CH:8]=[C:9](/[N+]([O-])=O)\[CH3:10])=[CH:4][C:3]=1[N+:14]([O-])=O.C(O)(=[O:19])C. Product: [NH2:14][C:3]1[CH:4]=[C:5]([CH2:8][C:9](=[O:19])[CH3:10])[CH:6]=[CH:7][C:2]=1[Cl:1]. The catalyst class is: 292.